Dataset: Forward reaction prediction with 1.9M reactions from USPTO patents (1976-2016). Task: Predict the product of the given reaction. (1) Given the reactants Br[C:2]1[C:7]([CH3:8])=[CH:6][C:5]([O:9][CH2:10][CH2:11][CH2:12][S:13]([CH3:16])(=[O:15])=[O:14])=[CH:4][C:3]=1[CH3:17].[CH:18]([C:20]1[CH:21]=[C:22](B(O)O)[CH:23]=[CH:24][CH:25]=1)=[O:19].P([O-])([O-])([O-])=O.[K+].[K+].[K+].CN(C)C=O, predict the reaction product. The product is: [CH3:17][C:3]1[CH:4]=[C:5]([O:9][CH2:10][CH2:11][CH2:12][S:13]([CH3:16])(=[O:15])=[O:14])[CH:6]=[C:7]([CH3:8])[C:2]=1[C:24]1[CH:23]=[CH:22][CH:21]=[C:20]([CH:18]=[O:19])[CH:25]=1. (2) Given the reactants [C@H:1]1([NH:10][C:11]([C:13]2[CH:18]=[CH:17][C:16]([C:19]3[C:24]4[C:25](=[O:31])[N:26]5[C@H:30]([C:23]=4[N:22]=[C:21]([CH2:32][CH2:33][C:34]4[CH:39]=[CH:38][C:37]([F:40])=[CH:36][CH:35]=4)[C:20]=3[C:41](OCC)=[O:42])[CH2:29][CH2:28][CH2:27]5)=[C:15]([N+:46]([O-])=O)[CH:14]=2)=[O:12])[C:9]2[C:4](=[CH:5][CH:6]=[CH:7][CH:8]=2)[CH2:3][CH2:2]1.C(O)C.S(S([O-])=O)([O-])=O.[Na+].[Na+].Cl, predict the reaction product. The product is: [C@H:1]1([NH:10][C:11]([C:13]2[CH:18]=[CH:17][C:16]3[C:19]4[C:24]5[C:25](=[O:31])[N:26]6[C@H:30]([C:23]=5[N:22]=[C:21]([CH2:32][CH2:33][C:34]5[CH:35]=[CH:36][C:37]([F:40])=[CH:38][CH:39]=5)[C:20]=4[C:41](=[O:42])[NH:46][C:15]=3[CH:14]=2)[CH2:29][CH2:28][CH2:27]6)=[O:12])[C:9]2[C:4](=[CH:5][CH:6]=[CH:7][CH:8]=2)[CH2:3][CH2:2]1. (3) Given the reactants [NH2:1][C:2]1[C:3]([C:12]([NH:14][C@H:15]([C:23]([O:25][CH2:26][CH3:27])=[O:24])[CH2:16][C:17]2[CH:22]=[CH:21][CH:20]=[CH:19][CH:18]=2)=[O:13])=[CH:4][C:5]2[C:10]([CH:11]=1)=[CH:9][CH:8]=[CH:7][CH:6]=2.[N:28]([C:31]1[C:36]([CH3:37])=[CH:35][C:34]([CH3:38])=[CH:33][C:32]=1[CH3:39])=[C:29]=[O:30], predict the reaction product. The product is: [CH3:37][C:36]1[CH:35]=[C:34]([CH3:38])[CH:33]=[C:32]([CH3:39])[C:31]=1[NH:28][C:29]([NH:1][C:2]1[C:3]([C:12]([NH:14][C@H:15]([C:23]([O:25][CH2:26][CH3:27])=[O:24])[CH2:16][C:17]2[CH:22]=[CH:21][CH:20]=[CH:19][CH:18]=2)=[O:13])=[CH:4][C:5]2[C:10]([CH:11]=1)=[CH:9][CH:8]=[CH:7][CH:6]=2)=[O:30]. (4) Given the reactants [CH2:1]1[C@H:11]([C@H:12]([OH:29])[CH2:13][NH:14][CH2:15][C@@H:16](O)[C@H:17]2OC3C=CC(F)=[CH:26][C:20]=3[CH2:19][CH2:18]2)[O:10][C:4]2[CH:5]=[CH:6][C:7]([F:9])=[CH:8][C:3]=2[CH2:2]1.FC1C=C2C(=CC=1)O[C@@H](C(=O)CCl)CC2.C[O-].[Na+].C(N)C1C=CC=CC=1, predict the reaction product. The product is: [CH2:15]([NH:14][CH2:13][C@@H:12]([C@H:11]1[CH2:1][CH2:2][C:3]2[C:4](=[CH:5][CH:6]=[C:7]([F:9])[CH:8]=2)[O:10]1)[OH:29])[C:16]1[CH:17]=[CH:18][CH:19]=[CH:20][CH:26]=1. (5) Given the reactants C1(S([N:10]2[C:14]3=[N:15][CH:16]=[C:17]([CH2:19][O:20][CH3:21])[CH:18]=[C:13]3[CH:12]=[C:11]2[C:22]([C:29]2[CH:34]=[CH:33][C:32]([S:35]([CH3:38])(=[O:37])=[O:36])=[CH:31][CH:30]=2)=[CH:23][CH:24]2[CH2:28][CH2:27][CH2:26][CH2:25]2)(=O)=O)C=CC=CC=1.[F-].C([N+](CCCC)(CCCC)CCCC)CCC, predict the reaction product. The product is: [CH:24]1([CH:23]=[C:22]([C:11]2[NH:10][C:14]3=[N:15][CH:16]=[C:17]([CH2:19][O:20][CH3:21])[CH:18]=[C:13]3[CH:12]=2)[C:29]2[CH:34]=[CH:33][C:32]([S:35]([CH3:38])(=[O:37])=[O:36])=[CH:31][CH:30]=2)[CH2:28][CH2:27][CH2:26][CH2:25]1. (6) Given the reactants [CH:1]1([NH:4][C:5]2[C:10]3[C:11]([C:30]([O:32]C)=O)=[N:12][N:13]([C:14]4[CH:19]=[CH:18][CH:17]=[C:16]([C:20]#[C:21][C@@:22]5([OH:29])[CH2:26][CH2:25][N:24]([CH3:27])[C:23]5=[O:28])[CH:15]=4)[C:9]=3[CH:8]=[CH:7][N:6]=2)[CH2:3][CH2:2]1.[NH3:34], predict the reaction product. The product is: [CH:1]1([NH:4][C:5]2[C:10]3[C:11]([C:30]([NH2:34])=[O:32])=[N:12][N:13]([C:14]4[CH:19]=[CH:18][CH:17]=[C:16]([C:20]#[C:21][C@@:22]5([OH:29])[CH2:26][CH2:25][N:24]([CH3:27])[C:23]5=[O:28])[CH:15]=4)[C:9]=3[CH:8]=[CH:7][N:6]=2)[CH2:3][CH2:2]1. (7) Given the reactants [Cl:1][C:2]1[CH:7]=[CH:6][C:5]([O:8][CH3:9])=[C:4](Br)[CH:3]=1.[CH2:11]([O:18][CH2:19][C@@H:20]([OH:31])[CH2:21]C1C=C(F)C=CC=1OC)[C:12]1[CH:17]=[CH:16][CH:15]=[CH:14][CH:13]=1, predict the reaction product. The product is: [CH2:11]([O:18][CH2:19][C@@H:20]([OH:31])[CH2:21][C:4]1[CH:3]=[C:2]([Cl:1])[CH:7]=[CH:6][C:5]=1[O:8][CH3:9])[C:12]1[CH:17]=[CH:16][CH:15]=[CH:14][CH:13]=1. (8) Given the reactants C[O:2][C:3]1[CH:8]=[CH:7][C:6]([N:9]2[CH:13]=[CH:12][CH:11]=[N:10]2)=[CH:5][CH:4]=1.B(Br)(Br)Br, predict the reaction product. The product is: [N:9]1([C:6]2[CH:7]=[CH:8][C:3]([OH:2])=[CH:4][CH:5]=2)[CH:13]=[CH:12][CH:11]=[N:10]1. (9) The product is: [C:32]([O:34][C@H:23]1[CH2:22][CH2:21][C@@:20]2([CH3:26])[C@@H:19]([CH2:18][CH2:17][C@@H:16]3[C@@H:15]2[CH2:14][CH2:13][C@@:12]2([CH3:7])[C@H:11]3[CH2:10][CH:8]=[C:36]2[C:37](=[O:38])[CH3:39])[CH2:24]1)(=[O:33])[CH3:31]. Given the reactants C[C@H]1CO[C@@]2(O[C@H:8]3[CH2:10][C@H:11]4[C@@H:16]5[CH2:17][CH2:18][C@H:19]6[CH2:24][C@@H:23](O)[CH2:22][CH2:21][C@:20]6([CH3:26])[C@H:15]5[CH2:14][CH2:13][C@:12]4(C)[C@H:7]3[C@@H]2C)CC1.[CH3:31][C:32]([O:34][Na])=[O:33].[CH3:36][C:37]([CH3:39])=[O:38].CC(O)=O, predict the reaction product. (10) Given the reactants [F:1][C:2]([F:20])([F:19])[C:3]1[CH:4]=[C:5]([C:9]2[CH:10]=[N:11][N:12]3[CH:17]=[CH:16][C:15](=O)[NH:14][C:13]=23)[CH:6]=[CH:7][CH:8]=1.O=P(Cl)(Cl)[Cl:23], predict the reaction product. The product is: [Cl:23][C:15]1[CH:16]=[CH:17][N:12]2[N:11]=[CH:10][C:9]([C:5]3[CH:6]=[CH:7][CH:8]=[C:3]([C:2]([F:20])([F:19])[F:1])[CH:4]=3)=[C:13]2[N:14]=1.